The task is: Predict the product of the given reaction.. This data is from Forward reaction prediction with 1.9M reactions from USPTO patents (1976-2016). Given the reactants C(OC([N:8]1[C@H:12]([C:13]2[S:14][C:15]([C:18]3[CH:23]=[CH:22][CH:21]=[C:20]([NH:24][C:25]4[CH:30]=[C:29]([CH3:31])[CH:28]=[CH:27][N:26]=4)[N:19]=3)=[CH:16][N:17]=2)[CH2:11][O:10]C1(C)C)=O)(C)(C)C, predict the reaction product. The product is: [NH2:8][C@H:12]([C:13]1[S:14][C:15]([C:18]2[CH:23]=[CH:22][CH:21]=[C:20]([NH:24][C:25]3[CH:30]=[C:29]([CH3:31])[CH:28]=[CH:27][N:26]=3)[N:19]=2)=[CH:16][N:17]=1)[CH2:11][OH:10].